This data is from Forward reaction prediction with 1.9M reactions from USPTO patents (1976-2016). The task is: Predict the product of the given reaction. (1) Given the reactants FC(F)(F)S(OC1C=C(OC)C=CC=1CCC1C=CC(OC)=CC=1)(=O)=O.C(OC1C=C(B(O)O)C=CC=1)C1C=CC=CC=1.C([O:51][C:52]1[CH:53]=[C:54]([C:58]2[CH:63]=[C:62]([O:64][CH3:65])[CH:61]=[CH:60][C:59]=2[CH2:66][CH2:67][C:68]2[CH:73]=[CH:72][C:71]([O:74][CH3:75])=[CH:70][CH:69]=2)[CH:55]=[CH:56][CH:57]=1)C1C=CC=CC=1, predict the reaction product. The product is: [CH3:65][O:64][C:62]1[CH:61]=[CH:60][C:59]([CH2:66][CH2:67][C:68]2[CH:69]=[CH:70][C:71]([O:74][CH3:75])=[CH:72][CH:73]=2)=[C:58]([C:54]2[CH:55]=[CH:56][CH:57]=[C:52]([OH:51])[CH:53]=2)[CH:63]=1. (2) Given the reactants Br[C:2]1[CH:3]=[C:4]([C:8]2([CH3:12])[CH2:11][O:10][CH2:9]2)[CH:5]=[CH:6][CH:7]=1.[Li]CCCC.CN([CH:21]=[O:22])C, predict the reaction product. The product is: [CH3:12][C:8]1([C:4]2[CH:3]=[C:2]([CH:7]=[CH:6][CH:5]=2)[CH:21]=[O:22])[CH2:11][O:10][CH2:9]1. (3) Given the reactants [CH2:1]([O:8][CH2:9][C@@H:10]1[CH2:14][CH2:13][S:12](=[O:16])(=[O:15])[NH:11]1)[C:2]1[CH:7]=[CH:6][CH:5]=[CH:4][CH:3]=1.Br[C:18]1[CH:23]=[CH:22][C:21]([C:24]([N:26]2[CH2:31][CH2:30][N:29]([C:32]3[CH:37]=[CH:36][C:35]([CH3:38])=[CH:34][C:33]=3[CH3:39])[CH2:28][CH2:27]2)=[O:25])=[C:20]([S:40]([CH3:43])(=[O:42])=[O:41])[CH:19]=1, predict the reaction product. The product is: [CH2:1]([O:8][CH2:9][C@@H:10]1[CH2:14][CH2:13][S:12](=[O:16])(=[O:15])[N:11]1[C:18]1[CH:23]=[CH:22][C:21]([C:24]([N:26]2[CH2:27][CH2:28][N:29]([C:32]3[CH:37]=[CH:36][C:35]([CH3:38])=[CH:34][C:33]=3[CH3:39])[CH2:30][CH2:31]2)=[O:25])=[C:20]([S:40]([CH3:43])(=[O:41])=[O:42])[CH:19]=1)[C:2]1[CH:3]=[CH:4][CH:5]=[CH:6][CH:7]=1. (4) Given the reactants [CH3:1][C:2]1[CH:7]=[C:6]([C@@H:8]([NH:10]C(=O)OC(C)(C)C)[CH3:9])[N:5]=[CH:4][C:3]=1[C:18]1[CH:23]=[CH:22][N:21]=[C:20]([C:24]([F:27])([F:26])[F:25])[CH:19]=1.FC(F)(F)C(O)=O, predict the reaction product. The product is: [CH3:1][C:2]1[CH:7]=[C:6]([C@@H:8]([NH2:10])[CH3:9])[N:5]=[CH:4][C:3]=1[C:18]1[CH:23]=[CH:22][N:21]=[C:20]([C:24]([F:26])([F:27])[F:25])[CH:19]=1. (5) Given the reactants [NH2:1][CH2:2][C:3]1[CH:4]=[C:5]([CH:9]2[CH2:14][CH2:13][N:12]([C:15]([O:17][C:18]([CH3:21])([CH3:20])[CH3:19])=[O:16])[CH2:11][CH2:10]2)[CH:6]=[CH:7][CH:8]=1.C([O-])(O)=O.[Na+].[CH:27]1[CH:32]=[CH:31][C:30]([CH2:33][O:34][C:35](Cl)=[O:36])=[CH:29][CH:28]=1, predict the reaction product. The product is: [CH2:33]([O:34][C:35]([NH:1][CH2:2][C:3]1[CH:4]=[C:5]([CH:9]2[CH2:14][CH2:13][N:12]([C:15]([O:17][C:18]([CH3:21])([CH3:20])[CH3:19])=[O:16])[CH2:11][CH2:10]2)[CH:6]=[CH:7][CH:8]=1)=[O:36])[C:30]1[CH:31]=[CH:32][CH:27]=[CH:28][CH:29]=1.